Dataset: Full USPTO retrosynthesis dataset with 1.9M reactions from patents (1976-2016). Task: Predict the reactants needed to synthesize the given product. (1) Given the product [CH3:52][O:53][C:54](=[O:63])[CH2:55][CH2:56][CH2:57][CH2:58][CH2:59][CH2:60][CH2:61][NH:62][C:16](=[O:17])[C:15]1[CH:19]=[CH:20][CH:21]=[C:13]([CH:12]=[C:5]2[C:4]3[C:8](=[CH:9][CH:10]=[C:2]([F:1])[CH:3]=3)[NH:7][C:6]2=[O:11])[CH:14]=1, predict the reactants needed to synthesize it. The reactants are: [F:1][C:2]1[CH:3]=[C:4]2[C:8](=[CH:9][CH:10]=1)[NH:7][C:6](=[O:11])[C:5]2=[CH:12][C:13]1[CH:14]=[C:15]([CH:19]=[CH:20][CH:21]=1)[C:16](O)=[O:17].Cl.C(N=C=NCCCN(C)C)C.OC1C2N=NNC=2C=CC=1.C(N(CC)CC)C.Cl.[CH3:52][O:53][C:54](=[O:63])[CH2:55][CH2:56][CH2:57][CH2:58][CH2:59][CH2:60][CH2:61][NH2:62]. (2) Given the product [Cl:1][C:2]1[N:3]=[CH:4][CH:5]=[C:6]2[C:10]([CH3:11])=[C:9]([CH3:12])[N:8]([CH2:14][CH2:15][CH3:16])[C:7]=12, predict the reactants needed to synthesize it. The reactants are: [Cl:1][C:2]1[N:3]=[CH:4][CH:5]=[C:6]2[C:10]([CH3:11])=[C:9]([CH3:12])[NH:8][C:7]=12.I[CH2:14][CH2:15][CH3:16].